Predict which catalyst facilitates the given reaction. From a dataset of Catalyst prediction with 721,799 reactions and 888 catalyst types from USPTO. (1) Reactant: [C:1]([O-:18])(=[O:17])[CH2:2][CH2:3][CH2:4][CH2:5][CH2:6][CH2:7]CCCCCCCCC.[Na+:19].C(OCC(CO)O)(=O)CCCCCCCCCCCCCCCCC.OC[C@@H]([C@H]([C@@H]([C@@H](CO)O)O)O)O. Product: [C:1]([O-:18])(=[O:17])[C:2]1[CH:3]=[CH:4][CH:5]=[CH:6][CH:7]=1.[Na+:19]. The catalyst class is: 6. (2) Reactant: [CH:1]([CH:4]1[C:9](=[O:10])[N:8]([CH3:11])[C:7]2[CH:12]=[C:13]([C:37]#[N:38])[CH:14]=[C:15]([C:16]3[C:17]4[CH:26]=[CH:25][N:24](S(C5C=CC(C)=CC=5)(=O)=O)[C:18]=4[C:19](=[O:23])[N:20]([CH3:22])[CH:21]=3)[C:6]=2[O:5]1)([CH3:3])[CH3:2].C([OH:41])C. Product: [CH:1]([CH:4]1[C:9](=[O:10])[N:8]([CH3:11])[C:7]2[CH:12]=[C:13]([C:37]([NH2:38])=[O:41])[CH:14]=[C:15]([C:16]3[C:17]4[CH:26]=[CH:25][NH:24][C:18]=4[C:19](=[O:23])[N:20]([CH3:22])[CH:21]=3)[C:6]=2[O:5]1)([CH3:2])[CH3:3]. The catalyst class is: 611. (3) Reactant: [O:1]=[C:2]1[N:11]([CH2:12][CH:13]=O)[C:10]2[N:9]=[C:8]([C:15]#[N:16])[CH:7]=[CH:6][C:5]=2[CH:4]=[CH:3]1.[O:17]1[C:26]2[CH:25]=[C:24]([CH2:27][N:28]([CH:36]3[CH2:41][CH2:40][NH:39][CH2:38][CH2:37]3)[C:29](=[O:35])[O:30][C:31]([CH3:34])([CH3:33])[CH3:32])[N:23]=[CH:22][C:21]=2[O:20][CH2:19][CH2:18]1.[BH-](OC(C)=O)(OC(C)=O)OC(C)=O.[Na+].C([O-])(O)=O.[Na+]. Product: [C:15]([C:8]1[N:9]=[C:10]2[C:5]([CH:4]=[CH:3][C:2](=[O:1])[N:11]2[CH2:12][CH2:13][N:39]2[CH2:38][CH2:37][CH:36]([N:28]([CH2:27][C:24]3[N:23]=[CH:22][C:21]4[O:20][CH2:19][CH2:18][O:17][C:26]=4[CH:25]=3)[C:29](=[O:35])[O:30][C:31]([CH3:33])([CH3:34])[CH3:32])[CH2:41][CH2:40]2)=[CH:6][CH:7]=1)#[N:16]. The catalyst class is: 147. (4) Reactant: [Cl:1][C:2]1[C:3]([NH2:9])=[N:4][CH:5]=[N:6][C:7]=1Cl.[C:10]([O:14][C:15]([N:17]1[CH2:20][C:19]2([CH2:23][CH:22]([NH2:24])[CH2:21]2)[CH2:18]1)=[O:16])([CH3:13])([CH3:12])[CH3:11].CCN(C(C)C)C(C)C. Product: [NH2:9][C:3]1[N:4]=[CH:5][N:6]=[C:7]([NH:24][CH:22]2[CH2:21][C:19]3([CH2:18][N:17]([C:15]([O:14][C:10]([CH3:13])([CH3:11])[CH3:12])=[O:16])[CH2:20]3)[CH2:23]2)[C:2]=1[Cl:1]. The catalyst class is: 37.